From a dataset of hERG potassium channel inhibition data for cardiac toxicity prediction from Karim et al.. Regression/Classification. Given a drug SMILES string, predict its toxicity properties. Task type varies by dataset: regression for continuous values (e.g., LD50, hERG inhibition percentage) or binary classification for toxic/non-toxic outcomes (e.g., AMES mutagenicity, cardiotoxicity, hepatotoxicity). Dataset: herg_karim. (1) The drug is COc1ccc2ncc(F)c(C[C@H](O)C34CCC(NCc5ccc6c(n5)NC(=O)CO6)(CC3)CO4)c2n1.Cl. The result is 0 (non-blocker). (2) The drug is COC(=O)c1ccc(Oc2ccc(CN3CCC(N4C(=O)N(C5CCCCC5)C[C@H]4c4ccccc4)CC3)cc2)cc1. The result is 0 (non-blocker). (3) The molecule is COc1ccc2nccc(C[C@H](O)[C@@H]3CC[C@@H](NCc4cc5c(nn4)OCCO5)CO3)c2n1. The result is 0 (non-blocker).